This data is from Full USPTO retrosynthesis dataset with 1.9M reactions from patents (1976-2016). The task is: Predict the reactants needed to synthesize the given product. (1) Given the product [CH3:30][S:27]([C:19]1[CH:18]=[C:17]([CH:22]=[C:21]([C:23]([F:25])([F:26])[F:24])[CH:20]=1)[C:16]([N:15]([CH3:32])[C:9]1[CH:10]=[N:11][C:12]([CH3:14])=[CH:13][C:8]=1[C:3]1[CH:4]=[CH:5][CH:6]=[CH:7][C:2]=1[O:1][CH:40]1[CH2:43][O:42][CH2:41]1)=[O:31])(=[O:29])=[O:28], predict the reactants needed to synthesize it. The reactants are: [OH:1][C:2]1[CH:7]=[CH:6][CH:5]=[CH:4][C:3]=1[C:8]1[CH:13]=[C:12]([CH3:14])[N:11]=[CH:10][C:9]=1[N:15]([CH3:32])[C:16](=[O:31])[C:17]1[CH:22]=[C:21]([C:23]([F:26])([F:25])[F:24])[CH:20]=[C:19]([S:27]([CH3:30])(=[O:29])=[O:28])[CH:18]=1.C([O-])([O-])=O.[K+].[K+].I[CH:40]1[CH2:43][O:42][CH2:41]1.C([O-])(O)=O.[Na+]. (2) Given the product [C:43](/[C:8](=[C:7](/[CH3:19])\[C:6]1[CH:5]=[CH:4][C:3]([O:2][CH3:1])=[CH:17][CH:16]=1)/[C:9]([OH:11])=[O:10])(=[O:44])[NH2:41], predict the reactants needed to synthesize it. The reactants are: [CH3:1][O:2][C:3]1[CH:17]=[CH:16][C:6]([CH:7]=[C:8](CC(O)=O)[C:9]([OH:11])=[O:10])=[CH:5][CH:4]=1.N.[CH:19]1C=CC2N(O)N=NC=2C=1.CCN=C=NCCCN(C)C.C[N:41]([CH:43]=[O:44])C. (3) Given the product [CH3:19][O:18][C:16]([NH:1][CH:2]([CH:3]([CH3:5])[CH3:4])[C:6]([OH:8])=[O:7])=[O:17], predict the reactants needed to synthesize it. The reactants are: [NH2:1][C@H:2]([C:6]([OH:8])=[O:7])[CH:3]([CH3:5])[CH3:4].C(=O)([O-])[O-].[Na+].[Na+].Cl[C:16]([O:18][CH3:19])=[O:17]. (4) Given the product [CH3:19][C:14]1[CH:13]=[C:12]([C:7]2[CH:6]=[CH:5][C:4]3[C:9](=[CH:10][CH:11]=[C:2]([Ge:26]([CH3:29])([CH3:28])[CH3:27])[CH:3]=3)[N:8]=2)[CH:17]=[C:16]([CH3:18])[CH:15]=1, predict the reactants needed to synthesize it. The reactants are: Br[C:2]1[CH:3]=[C:4]2[C:9](=[CH:10][CH:11]=1)[N:8]=[C:7]([C:12]1[CH:17]=[C:16]([CH3:18])[CH:15]=[C:14]([CH3:19])[CH:13]=1)[CH:6]=[CH:5]2.[Li]CCCC.Cl[Ge:26]([CH3:29])([CH3:28])[CH3:27]. (5) Given the product [NH2:1][C:2]1[N:7]=[C:6]([NH:8][C@H:9]([C:11]2[N:20]([C:21]3[CH:26]=[CH:25][CH:24]=[CH:23][CH:22]=3)[C:19](=[O:27])[C:18]3[C:13](=[CH:14][CH:15]=[CH:16][C:17]=3[C:35]3[CH:34]=[N:33][C:32]([CH3:31])=[N:37][CH:36]=3)[N:12]=2)[CH3:10])[C:5]([C:29]#[N:30])=[CH:4][N:3]=1, predict the reactants needed to synthesize it. The reactants are: [NH2:1][C:2]1[N:7]=[C:6]([NH:8][C@H:9]([C:11]2[N:20]([C:21]3[CH:26]=[CH:25][CH:24]=[CH:23][CH:22]=3)[C:19](=[O:27])[C:18]3[C:13](=[CH:14][CH:15]=[CH:16][C:17]=3Cl)[N:12]=2)[CH3:10])[C:5]([C:29]#[N:30])=[CH:4][N:3]=1.[CH3:31][C:32]1[N:37]=[CH:36][C:35](B2OC(C)(C)C(C)(C)O2)=[CH:34][N:33]=1.C([O-])([O-])=O.[Na+].[Na+].CC(OC1C=CC=C(OC(C)C)C=1C1C(P(C2CCCCC2)C2CCCCC2)=CC=CC=1)C.